Dataset: Reaction yield outcomes from USPTO patents with 853,638 reactions. Task: Predict the reaction yield, written as a fraction of the theoretical maximum amount of product (1.0 means a 100% yield; for example, 0.34 means a 34% yield). The reactants are [CH3:1][O:2][C:3]1[CH:4]=[C:5]2[C:10](=[CH:11][C:12]=1[O:13][CH3:14])[N:9]=[CH:8][CH:7]=[C:6]2[O:15][C:16]1[C:22]([CH3:23])=[CH:21][C:19]([NH2:20])=[C:18]([CH3:24])[CH:17]=1.Cl[C:26](Cl)([O:28]C(=O)OC(Cl)(Cl)Cl)Cl.[CH3:37][N:38]1[CH2:43][CH2:42][N:41]([CH2:44][CH2:45][CH:46]([OH:50])[CH2:47][CH2:48][CH3:49])[CH2:40][CH2:39]1.C(=O)(O)[O-].[Na+]. The catalyst is C(Cl)Cl.C(N(CC)CC)C.C1(C)C=CC=CC=1. The product is [CH3:1][O:2][C:3]1[CH:4]=[C:5]2[C:10](=[CH:11][C:12]=1[O:13][CH3:14])[N:9]=[CH:8][CH:7]=[C:6]2[O:15][C:16]1[C:22]([CH3:23])=[CH:21][C:19]([NH:20][C:26](=[O:28])[O:50][CH:46]([CH2:45][CH2:44][N:41]2[CH2:42][CH2:43][N:38]([CH3:37])[CH2:39][CH2:40]2)[CH2:47][CH2:48][CH3:49])=[C:18]([CH3:24])[CH:17]=1. The yield is 0.490.